This data is from Reaction yield outcomes from USPTO patents with 853,638 reactions. The task is: Predict the reaction yield, written as a fraction of the theoretical maximum amount of product (1.0 means a 100% yield; for example, 0.34 means a 34% yield). The product is [I:1][C:2]1[C:15]([C:16]([O:18][CH2:19][CH3:20])=[O:17])=[C:5]2[CH2:6][NH:7][CH:8]([C:10]([F:12])([F:11])[F:13])[CH2:9][N:4]2[N:3]=1. The catalyst is C1COCC1. The reactants are [I:1][C:2]1[C:15]([C:16]([O:18][CH2:19][CH3:20])=[O:17])=[C:5]2[C:6](=O)[NH:7][CH:8]([C:10]([F:13])([F:12])[F:11])[CH2:9][N:4]2[N:3]=1. The yield is 0.250.